Dataset: Full USPTO retrosynthesis dataset with 1.9M reactions from patents (1976-2016). Task: Predict the reactants needed to synthesize the given product. (1) Given the product [CH2:12]([S:17][C:7]([CH3:8])([CH2:6][CH2:5][CH:4]=[C:2]([CH3:1])[CH3:3])[CH2:9][CH:10]=[O:11])[CH2:13][CH2:14][CH2:15][CH3:16], predict the reactants needed to synthesize it. The reactants are: [CH3:1][C:2](=[CH:4][CH2:5][CH2:6][C:7](=[CH:9][CH:10]=[O:11])[CH3:8])[CH3:3].[CH2:12]([SH:17])[CH2:13][CH2:14][CH2:15][CH3:16]. (2) Given the product [CH3:23][C:21]1[CH:20]=[CH:19][N:18]=[C:17]([NH:16][C:12]2[N:11]=[C:10]([C:7]3[S:6][C:5]([C@@H:2]4[CH2:3][O:4][C:32](=[O:34])[NH:1]4)=[N:9][CH:8]=3)[CH:15]=[CH:14][CH:13]=2)[CH:22]=1, predict the reactants needed to synthesize it. The reactants are: [NH2:1][C@H:2]([C:5]1[S:6][C:7]([C:10]2[CH:15]=[CH:14][CH:13]=[C:12]([NH:16][C:17]3[CH:22]=[C:21]([CH3:23])[CH:20]=[CH:19][N:18]=3)[N:11]=2)=[CH:8][N:9]=1)[CH2:3][OH:4].C(N(CC)CC)C.Cl[C:32](Cl)([O:34]C(=O)OC(Cl)(Cl)Cl)Cl.O. (3) The reactants are: [CH3:1][C:2]1[CH:3]=[C:4]([C:8]2[CH:9]=[C:10]([N+:23]([O-])=O)[C:11]3[C:15]([CH:16]=2)=[N:14][N:13]([CH:17]2[CH2:22][CH2:21][CH2:20][CH2:19][O:18]2)[CH:12]=3)[CH:5]=[CH:6][CH:7]=1. Given the product [CH3:1][C:2]1[CH:3]=[C:4]([C:8]2[CH:9]=[C:10]([NH2:23])[C:11]3[C:15]([CH:16]=2)=[N:14][N:13]([CH:17]2[CH2:22][CH2:21][CH2:20][CH2:19][O:18]2)[CH:12]=3)[CH:5]=[CH:6][CH:7]=1, predict the reactants needed to synthesize it. (4) The reactants are: Br[C:2]1[CH:3]=[C:4]2[C:8](=[CH:9][CH:10]=1)[NH:7][CH2:6][C:5]2([CH3:12])[CH3:11].[CH3:13][N:14]1[CH:18]=[C:17](B2OC(C)(C)C(C)(C)O2)[CH:16]=[N:15]1.C([O-])([O-])=O.[K+].[K+].O. Given the product [CH3:11][C:5]1([CH3:12])[C:4]2[C:8](=[CH:9][CH:10]=[C:2]([C:17]3[CH:16]=[N:15][N:14]([CH3:13])[CH:18]=3)[CH:3]=2)[NH:7][CH2:6]1, predict the reactants needed to synthesize it. (5) Given the product [OH:3][CH2:4][C:6]1[S:10][C:9]([C:11]2[N:16]=[CH:15][CH:14]=[CH:13][N:12]=2)=[N:8][N:7]=1, predict the reactants needed to synthesize it. The reactants are: C([O:3][C:4]([C:6]1[S:10][C:9]([C:11]2[N:16]=[CH:15][CH:14]=[CH:13][N:12]=2)=[N:8][N:7]=1)=O)C.[BH4-].[Na+]. (6) Given the product [O:1]1[C:6]2[CH:7]=[CH:8][CH:9]=[CH:10][C:5]=2[O:4][CH2:3][C@@H:2]1[C:11]([N:42]1[CH2:41][CH2:40][N:39]([C:45]([O:47][C:48]([CH3:51])([CH3:50])[CH3:49])=[O:46])[CH2:44][CH2:43]1)=[O:13], predict the reactants needed to synthesize it. The reactants are: [O:1]1[C:6]2[CH:7]=[CH:8][CH:9]=[CH:10][C:5]=2[O:4][CH2:3][C@@H:2]1[C:11]([OH:13])=O.C1(N=C=NC2CCCCC2)CCCCC1.ON1C2C=CC=CC=2N=N1.[N:39]1([C:45]([O:47][C:48]([CH3:51])([CH3:50])[CH3:49])=[O:46])[CH2:44][CH2:43][NH:42][CH2:41][CH2:40]1.